Task: Predict which catalyst facilitates the given reaction.. Dataset: Catalyst prediction with 721,799 reactions and 888 catalyst types from USPTO Reactant: [CH2:1]([NH:8][CH2:9][CH2:10][CH:11]([C:23]1[CH:28]=[CH:27][C:26]([NH:29][C:30]([O:32][CH3:33])=[O:31])=[CH:25][CH:24]=1)[C:12]1[CH:17]=[CH:16][C:15]([NH:18][C:19]([O:21][CH3:22])=[O:20])=[CH:14][CH:13]=1)[C:2]1[CH:7]=[CH:6][CH:5]=[CH:4][CH:3]=1.[O:34]([CH2:41][C@@H:42]1[CH2:44][O:43]1)[C:35]1[CH:40]=[CH:39][CH:38]=[CH:37][CH:36]=1. Product: [O:34]([CH2:41][C@@H:42]([OH:43])[CH2:44][N:8]([CH2:9][CH2:10][CH:11]([C:23]1[CH:28]=[CH:27][C:26]([NH:29][C:30]([O:32][CH3:33])=[O:31])=[CH:25][CH:24]=1)[C:12]1[CH:17]=[CH:16][C:15]([NH:18][C:19]([O:21][CH3:22])=[O:20])=[CH:14][CH:13]=1)[CH2:1][C:2]1[CH:3]=[CH:4][CH:5]=[CH:6][CH:7]=1)[C:35]1[CH:40]=[CH:39][CH:38]=[CH:37][CH:36]=1. The catalyst class is: 41.